Dataset: Reaction yield outcomes from USPTO patents with 853,638 reactions. Task: Predict the reaction yield, written as a fraction of the theoretical maximum amount of product (1.0 means a 100% yield; for example, 0.34 means a 34% yield). (1) The catalyst is CS(C)=O. The reactants are [Cl:1][C:2]1[CH:7]=[CH:6][C:5]([C:8]2[S:9][C:10]([CH2:14][O:15][CH:16]3[CH2:21][CH2:20][CH2:19][NH:18][CH2:17]3)=[C:11]([CH3:13])[N:12]=2)=[CH:4][CH:3]=1.F[C:23]1[CH:30]=[CH:29][CH:28]=[CH:27][C:24]=1[CH:25]=[O:26].C(=O)([O-])[O-].[Cs+].[Cs+].O. The product is [Cl:1][C:2]1[CH:7]=[CH:6][C:5]([C:8]2[S:9][C:10]([CH2:14][O:15][CH:16]3[CH2:21][CH2:20][CH2:19][N:18]([C:23]4[CH:30]=[CH:29][CH:28]=[CH:27][C:24]=4[CH:25]=[O:26])[CH2:17]3)=[C:11]([CH3:13])[N:12]=2)=[CH:4][CH:3]=1. The yield is 0.610. (2) The reactants are Cl[C:2]1[N:3]=[C:4]([NH:18][CH3:19])[C:5]2[N:6]=[C:7]([NH:14][CH2:15][CH2:16][CH3:17])[N:8]=[C:9]([NH:12][CH3:13])[C:10]=2[N:11]=1.[OH:20][CH2:21][CH2:22][NH:23][CH3:24].C([O-])(O)=O.[Na+]. The catalyst is C(O)CCC. The product is [CH3:19][NH:18][C:4]1[C:5]2[N:6]=[C:7]([NH:14][CH2:15][CH2:16][CH3:17])[N:8]=[C:9]([NH:12][CH3:13])[C:10]=2[N:11]=[C:2]([N:23]([CH3:24])[CH2:22][CH2:21][OH:20])[N:3]=1. The yield is 0.880. (3) The reactants are [CH3:1][O:2][C:3]1[CH:8]=[CH:7][C:6]([CH2:9][N:10]2[C:19]3[C:14](=[CH:15][C:16]([C:20]4[CH:25]=[CH:24][C:23]([C:26]([F:29])([F:28])[F:27])=[CH:22][CH:21]=4)=[CH:17][CH:18]=3)[CH2:13][NH:12][C:11]2=[O:30])=[CH:5][CH:4]=1.[H-].[Na+].[CH3:33]I. The catalyst is CN(C)C=O. The product is [CH3:33][N:12]1[CH2:13][C:14]2[C:19](=[CH:18][CH:17]=[C:16]([C:20]3[CH:25]=[CH:24][C:23]([C:26]([F:29])([F:27])[F:28])=[CH:22][CH:21]=3)[CH:15]=2)[N:10]([CH2:9][C:6]2[CH:7]=[CH:8][C:3]([O:2][CH3:1])=[CH:4][CH:5]=2)[C:11]1=[O:30]. The yield is 0.980. (4) The reactants are [Br:1][CH2:2][CH2:3][CH2:4][CH2:5]CCCCO.[O:11]1[CH:16]=[CH:15][CH2:14][CH2:13][CH2:12]1.C([O:19][CH2:20][CH3:21])C. No catalyst specified. The product is [Br:1][CH2:2][CH2:3][CH2:4][CH2:5][CH2:21][CH2:20][O:19][CH:16]1[CH2:15][CH2:14][CH2:13][CH2:12][O:11]1. The yield is 0.870.